This data is from Catalyst prediction with 721,799 reactions and 888 catalyst types from USPTO. The task is: Predict which catalyst facilitates the given reaction. (1) Reactant: [CH:1]1([C:7]2[N:8]3[C:36]4[CH:35]=[C:34]([C:37]([O:39]C)=[O:38])[CH:33]=[CH:32][C:31]=4[CH2:30][CH:9]3[C:10]3[C:22](=O)[CH:21]([CH2:24][CH2:25][N:26]([CH3:28])[CH3:27])[CH2:20][C:19](=O)[C:11]=3[CH2:12][N:13]3[CH:18]=[CH:17][N:16]=[CH:15][C:14]=23)[CH2:6][CH2:5][CH2:4][CH2:3][CH2:2]1.S(C)C.[OH-].[Na+]. The catalyst class is: 1. Product: [CH:1]1([C:7]2[N:8]3[C:36]4[CH:35]=[C:34]([C:37]([OH:39])=[O:38])[CH:33]=[CH:32][C:31]=4[CH2:30][CH:9]3[C:10]3[CH2:22][CH:21]([CH2:24][CH2:25][N:26]([CH3:28])[CH3:27])[CH2:20][CH2:19][C:11]=3[CH2:12][N:13]3[CH:18]=[CH:17][N:16]=[CH:15][C:14]=23)[CH2:2][CH2:3][CH2:4][CH2:5][CH2:6]1. (2) Reactant: [CH3:1][O:2][C:3]1[CH:4]=[C:5]([N:23]2[CH2:27][CH2:26][C:25]([Se]C3C=CC=CC=3)([O:28][C:29]3[CH:34]=[CH:33][C:32]([O:35][C:36]([F:39])([F:38])[F:37])=[CH:31][CH:30]=3)[C:24]2=[O:47])[CH:6]=[CH:7][C:8]=1[O:9][CH2:10][C:11]([CH3:22])([O:13][CH2:14][O:15][CH2:16][CH2:17][Si:18]([CH3:21])([CH3:20])[CH3:19])[CH3:12].OO. Product: [CH3:1][O:2][C:3]1[CH:4]=[C:5]([N:23]2[CH2:27][CH:26]=[C:25]([O:28][C:29]3[CH:34]=[CH:33][C:32]([O:35][C:36]([F:37])([F:39])[F:38])=[CH:31][CH:30]=3)[C:24]2=[O:47])[CH:6]=[CH:7][C:8]=1[O:9][CH2:10][C:11]([CH3:22])([O:13][CH2:14][O:15][CH2:16][CH2:17][Si:18]([CH3:21])([CH3:20])[CH3:19])[CH3:12]. The catalyst class is: 34. (3) Reactant: [CH2:1]([O:8][C:9]1[CH:14]=[CH:13][N:12]=[CH:11][C:10]=1[NH:15][S:16]([CH3:19])(=[O:18])=[O:17])[C:2]1[CH:7]=[CH:6][CH:5]=[CH:4][CH:3]=1.[C:20]([O-])([O-])=O.[K+].[K+].CI.O. Product: [CH2:1]([O:8][C:9]1[CH:14]=[CH:13][N:12]=[CH:11][C:10]=1[N:15]([CH3:20])[S:16]([CH3:19])(=[O:18])=[O:17])[C:2]1[CH:7]=[CH:6][CH:5]=[CH:4][CH:3]=1. The catalyst class is: 3. (4) Reactant: [Br:1][C:2]1[O:13][C:5]2[N:6]=[C:7]([S:11][CH3:12])[NH:8][C:9](=[O:10])[C:4]=2[C:3]=1[C:14]1[CH:19]=[CH:18][CH:17]=[CH:16][CH:15]=1.Br[CH2:21][CH2:22][O:23][CH3:24].[Na+].[I-]. The catalyst class is: 173. Product: [Br:1][C:2]1[O:13][C:5]2[N:6]=[C:7]([S:11][CH3:12])[N:8]([CH2:21][CH2:22][O:23][CH3:24])[C:9](=[O:10])[C:4]=2[C:3]=1[C:14]1[CH:15]=[CH:16][CH:17]=[CH:18][CH:19]=1. (5) Reactant: [CH3:1][O:2][CH2:3][CH2:4][CH2:5][CH2:6][CH2:7][CH2:8][CH2:9][CH2:10][O:11][C:12]1[CH:17]=[CH:16][NH:15][C:14](=[S:18])[C:13]=1[CH3:19].[Cl:20][CH2:21][C:22]1[NH:23][C:24]2[CH:30]=[CH:29][CH:28]=[CH:27][C:25]=2[N:26]=1.[OH-].[Na+]. Product: [ClH:20].[CH3:1][O:2][CH2:3][CH2:4][CH2:5][CH2:6][CH2:7][CH2:8][CH2:9][CH2:10][O:11][C:12]1[CH:17]=[CH:16][N:15]=[C:14]([S:18][CH2:21][C:22]2[NH:26][C:25]3[CH:27]=[CH:28][CH:29]=[CH:30][C:24]=3[N:23]=2)[C:13]=1[CH3:19]. The catalyst class is: 8.